From a dataset of Full USPTO retrosynthesis dataset with 1.9M reactions from patents (1976-2016). Predict the reactants needed to synthesize the given product. Given the product [ClH:38].[NH:16]1[C:17]2[C:13](=[CH:12][C:11]([C:9]3[O:8][C:7]4=[C:2]([NH2:1])[N:3]=[CH:4][C:5]([C:20]5[CH:21]=[N:22][N:23]([CH:25]6[CH2:26][CH2:27][NH:28][CH2:29][CH2:30]6)[CH:24]=5)=[C:6]4[CH:10]=3)=[CH:19][CH:18]=2)[CH:14]=[N:15]1, predict the reactants needed to synthesize it. The reactants are: [NH2:1][C:2]1[N:3]=[CH:4][C:5]([C:20]2[CH:21]=[N:22][N:23]([CH:25]3[CH2:30][CH2:29][N:28](C(OC(C)(C)C)=O)[CH2:27][CH2:26]3)[CH:24]=2)=[C:6]2[CH:10]=[C:9]([C:11]3[CH:12]=[C:13]4[C:17](=[CH:18][CH:19]=3)[NH:16][N:15]=[CH:14]4)[O:8][C:7]=12.[ClH:38].